From a dataset of Reaction yield outcomes from USPTO patents with 853,638 reactions. Predict the reaction yield, written as a fraction of the theoretical maximum amount of product (1.0 means a 100% yield; for example, 0.34 means a 34% yield). (1) The reactants are [NH2:1][C:2]1[CH:7]=[C:6]([F:8])[C:5](Br)=[CH:4][C:3]=1/[CH:10]=[CH:11]/[C:12]([O:14][CH2:15][CH3:16])=[O:13].O1CCOCC1.CCN(C(C)C)C(C)C.[CH2:32]([SH:39])[C:33]1[CH:38]=[CH:37][CH:36]=[CH:35][CH:34]=1. The catalyst is O.C1C=CC(/C=C/C(/C=C/C2C=CC=CC=2)=O)=CC=1.C1C=CC(/C=C/C(/C=C/C2C=CC=CC=2)=O)=CC=1.C1C=CC(/C=C/C(/C=C/C2C=CC=CC=2)=O)=CC=1.[Pd].[Pd].CC1(C)C2C(=C(P(C3C=CC=CC=3)C3C=CC=CC=3)C=CC=2)OC2C(P(C3C=CC=CC=3)C3C=CC=CC=3)=CC=CC1=2. The product is [NH2:1][C:2]1[CH:7]=[C:6]([F:8])[C:5]([S:39][CH2:32][C:33]2[CH:38]=[CH:37][CH:36]=[CH:35][CH:34]=2)=[CH:4][C:3]=1/[CH:10]=[CH:11]/[C:12]([O:14][CH2:15][CH3:16])=[O:13]. The yield is 0.598. (2) The reactants are [CH3:1][C:2]1[CH:7]=[C:6]([O:8][Si:9]([CH:16]([CH3:18])[CH3:17])([CH:13]([CH3:15])[CH3:14])[CH:10]([CH3:12])[CH3:11])[CH:5]=[C:4]([CH3:19])[C:3]=1[CH:20]([C:22]1[CH:27]=[CH:26][C:25]([O:28][CH2:29][O:30][CH3:31])=[CH:24][CH:23]=1)O. The catalyst is CCOC(C)=O.CC(O)=O.[Pd]. The product is [CH3:19][C:4]1[CH:5]=[C:6]([O:8][Si:9]([CH:16]([CH3:18])[CH3:17])([CH:10]([CH3:12])[CH3:11])[CH:13]([CH3:15])[CH3:14])[CH:7]=[C:2]([CH3:1])[C:3]=1[CH2:20][C:22]1[CH:27]=[CH:26][C:25]([O:28][CH2:29][O:30][CH3:31])=[CH:24][CH:23]=1. The yield is 0.415. (3) The reactants are Cl.[C:2]1([N:8]([CH2:34][CH2:35][C:36]([O:38][CH2:39][CH3:40])=[O:37])[C:9]([C:11]2[CH:33]=[CH:32][C:14]3[N:15]([CH3:31])[C:16]([CH2:18][NH:19][C:20]4[CH:25]=[CH:24][C:23]([C:26](=[NH:28])[NH2:27])=[CH:22][C:21]=4[O:29][CH3:30])=[N:17][C:13]=3[CH:12]=2)=[O:10])[CH:7]=[CH:6][CH:5]=[CH:4][CH:3]=1.Cl[C:42]([O:44][CH2:45][CH2:46][CH2:47][CH2:48][CH3:49])=[O:43]. The catalyst is ClCCl.C(O)C. The product is [C:2]1([N:8]([CH2:34][CH2:35][C:36]([O:38][CH2:39][CH3:40])=[O:37])[C:9]([C:11]2[CH:33]=[CH:32][C:14]3[N:15]([CH3:31])[C:16]([CH2:18][NH:19][C:20]4[CH:25]=[CH:24][C:23]([C:26](=[NH:27])[NH:28][C:42]([O:44][CH2:45][CH2:46][CH2:47][CH2:48][CH3:49])=[O:43])=[CH:22][C:21]=4[O:29][CH3:30])=[N:17][C:13]=3[CH:12]=2)=[O:10])[CH:3]=[CH:4][CH:5]=[CH:6][CH:7]=1. The yield is 0.530.